Dataset: Catalyst prediction with 721,799 reactions and 888 catalyst types from USPTO. Task: Predict which catalyst facilitates the given reaction. (1) Reactant: [Cl:1][C:2]1[N:6]([CH3:7])[N:5]=[C:4]([C:8]2[CH:13]=[CH:12][C:11]([O:14]C)=[C:10]([CH3:16])[CH:9]=2)[C:3]=1[CH3:17].Br. Product: [Cl:1][C:2]1[N:6]([CH3:7])[N:5]=[C:4]([C:8]2[CH:13]=[CH:12][C:11]([OH:14])=[C:10]([CH3:16])[CH:9]=2)[C:3]=1[CH3:17]. The catalyst class is: 15. (2) Reactant: [Br:1][C:2]1[C:10]([N+:11]([O-:13])=[O:12])=[CH:9][C:8]([F:14])=[CH:7][C:3]=1[C:4]([OH:6])=[O:5].S(Cl)(Cl)=O.[CH3:19]N(C)C=O. Product: [Br:1][C:2]1[C:10]([N+:11]([O-:13])=[O:12])=[CH:9][C:8]([F:14])=[CH:7][C:3]=1[C:4]([O:6][CH3:19])=[O:5]. The catalyst class is: 4. (3) Reactant: [Cl:1][C:2]1[C:7]([CH2:8][CH2:9][C:10](OCC)=[O:11])=[C:6](Cl)[N:5]=[C:4](/[CH:16]=[CH:17]/[C:18]2[CH:23]=[CH:22][CH:21]=[CH:20][CH:19]=2)[N:3]=1.[NH4+:24].[OH-]. Product: [Cl:1][C:2]1[C:7]2[CH2:8][CH2:9][C:10](=[O:11])[NH:24][C:6]=2[N:5]=[C:4](/[CH:16]=[CH:17]/[C:18]2[CH:23]=[CH:22][CH:21]=[CH:20][CH:19]=2)[N:3]=1. The catalyst class is: 12. (4) Reactant: C(OC(=O)[NH:7][C:8]1[CH:13]=[C:12]([C:14]([F:17])([F:16])[F:15])[C:11]([CH3:18])=[CH:10][C:9]=1[NH:19][C:20](=[O:36])[CH2:21][C:22](=O)[C:23]1[CH:28]=[CH:27][CH:26]=[C:25]([C:29]2[CH:30]=[N:31][CH:32]=[N:33][CH:34]=2)[CH:24]=1)(C)(C)C.C(O)(C(F)(F)F)=O. Product: [CH3:18][C:11]1[C:12]([C:14]([F:17])([F:15])[F:16])=[CH:13][C:8]2[N:7]=[C:22]([C:23]3[CH:28]=[CH:27][CH:26]=[C:25]([C:29]4[CH:34]=[N:33][CH:32]=[N:31][CH:30]=4)[CH:24]=3)[CH2:21][C:20](=[O:36])[NH:19][C:9]=2[CH:10]=1. The catalyst class is: 2. (5) Reactant: [H-].[H-].[H-].[H-].[Li+].[Al+3].[CH3:7][C@H:8]([C@H:23]([CH3:27])[CH2:24][CH2:25][CH3:26])[C:9](N1[C@H](C2C=CC=CC=2)COC1=O)=[O:10].O. Product: [CH3:7][C@H:8]([C@H:23]([CH3:27])[CH2:24][CH2:25][CH3:26])[CH2:9][OH:10]. The catalyst class is: 1. (6) Reactant: [OH-].[Na+].[C:3]([C:7]1[CH:8]=[C:9]([C:16]2[N:20]([CH2:21][CH:22]3[CH2:27][CH2:26][CH2:25][CH2:24][CH2:23]3)[C:19]([CH3:28])=[C:18]([C:29]([O:31]CC)=[O:30])[CH:17]=2)[CH:10]=[C:11]([CH:13]2[CH2:15][CH2:14]2)[CH:12]=1)([CH3:6])([CH3:5])[CH3:4].Cl. Product: [C:3]([C:7]1[CH:8]=[C:9]([C:16]2[N:20]([CH2:21][CH:22]3[CH2:23][CH2:24][CH2:25][CH2:26][CH2:27]3)[C:19]([CH3:28])=[C:18]([C:29]([OH:31])=[O:30])[CH:17]=2)[CH:10]=[C:11]([CH:13]2[CH2:14][CH2:15]2)[CH:12]=1)([CH3:6])([CH3:4])[CH3:5]. The catalyst class is: 72. (7) Reactant: [BH4-].[Na+].[Cl-].[Ca+2].[Cl-].[Cl:6][C:7]1[N:17]=[CH:16][C:15]([CH2:18][N:19]2[C:23]([CH3:24])=[C:22]([C:25]3[CH:30]=[CH:29][C:28]([C:31]#[N:32])=[CH:27][CH:26]=3)[C:21]([C:33]#[N:34])=[C:20]2[CH:35]([CH3:37])[CH3:36])=[CH:14][C:8]=1[C:9](OCC)=[O:10].C(O)(=O)CC(CC(O)=O)(C(O)=O)O. Product: [Cl:6][C:7]1[N:17]=[CH:16][C:15]([CH2:18][N:19]2[C:23]([CH3:24])=[C:22]([C:25]3[CH:30]=[CH:29][C:28]([C:31]#[N:32])=[CH:27][CH:26]=3)[C:21]([C:33]#[N:34])=[C:20]2[CH:35]([CH3:37])[CH3:36])=[CH:14][C:8]=1[CH2:9][OH:10]. The catalyst class is: 353. (8) The catalyst class is: 444. Reactant: [CH2:1]([O:8][C:9]1[CH:10]=[C:11]([C:15]2[C:28](=[O:29])[N:27]([CH2:30][CH2:31][O:32][CH3:33])[C:18]3[N:19]=[C:20](S(C)=O)[N:21]=[C:22]([CH3:23])[C:17]=3[CH:16]=2)[CH:12]=[CH:13][CH:14]=1)[C:2]1[CH:7]=[CH:6][CH:5]=[CH:4][CH:3]=1.C(N(CC)CC)C.Cl.[CH3:42][O:43][C:44]([C:46]1[N:47]([CH3:52])[CH:48]=[C:49]([NH2:51])[CH:50]=1)=[O:45]. Product: [CH3:42][O:43][C:44]([C:46]1[N:47]([CH3:52])[CH:48]=[C:49]([NH:51][C:20]2[N:21]=[C:22]([CH3:23])[C:17]3[CH:16]=[C:15]([C:11]4[CH:12]=[CH:13][CH:14]=[C:9]([O:8][CH2:1][C:2]5[CH:7]=[CH:6][CH:5]=[CH:4][CH:3]=5)[CH:10]=4)[C:28](=[O:29])[N:27]([CH2:30][CH2:31][O:32][CH3:33])[C:18]=3[N:19]=2)[CH:50]=1)=[O:45]. (9) Reactant: Br[C:2]1[S:6][CH:5]=[C:4]([C:7]2([NH:10][C:11](=[O:21])[O:12][CH:13]3[CH:18]4[CH2:19][CH2:20][N:15]([CH2:16][CH2:17]4)[CH2:14]3)[CH2:9][CH2:8]2)[CH:3]=1.[F:22][C:23]1[CH:28]=[CH:27][C:26](B(O)O)=[CH:25][CH:24]=1.C1(P(C2CCCCC2)C2CCCCC2)CCCCC1.P([O-])([O-])([O-])=O.[K+].[K+].[K+]. Product: [F:22][C:23]1[CH:28]=[CH:27][C:26]([C:2]2[S:6][CH:5]=[C:4]([C:7]([NH:10][C:11](=[O:21])[O:12][CH:13]3[CH:18]4[CH2:17][CH2:16][N:15]([CH2:20][CH2:19]4)[CH2:14]3)([CH3:9])[CH3:8])[CH:3]=2)=[CH:25][CH:24]=1. The catalyst class is: 167. (10) Reactant: [N+:1]([C:4]1[CH:5]=[C:6]([CH:10](OC)[C:11]2[C:19]3[C:14](=[N:15][CH:16]=[C:17]([C:20]4[CH:21]=[N:22][CH:23]=[CH:24][CH:25]=4)[CH:18]=3)[NH:13][CH:12]=2)[CH:7]=[CH:8][CH:9]=1)([O-:3])=[O:2].FC(F)(F)C(O)=O.C([SiH](CC)CC)C.C(=O)(O)[O-].[Na+]. Product: [N+:1]([C:4]1[CH:5]=[C:6]([CH:7]=[CH:8][CH:9]=1)[CH2:10][C:11]1[C:19]2[C:14](=[N:15][CH:16]=[C:17]([C:20]3[CH:21]=[N:22][CH:23]=[CH:24][CH:25]=3)[CH:18]=2)[NH:13][CH:12]=1)([O-:3])=[O:2]. The catalyst class is: 10.